Dataset: Experimentally validated miRNA-target interactions with 360,000+ pairs, plus equal number of negative samples. Task: Binary Classification. Given a miRNA mature sequence and a target amino acid sequence, predict their likelihood of interaction. The miRNA is hsa-miR-365b-3p with sequence UAAUGCCCCUAAAAAUCCUUAU. The protein sequence of the target gene is MDLSAIYESLQSMSHDLSSDHGGTESLGGLWNINSDSIPSGVTSRLTGRSTSLVEGRSCGWVPPPPGFAPLAPRPGPELSPSPTSPTATPTTSSRYKTELCRTYSESGRCRYGAKCQFAHGLGELRQANRHPKYKTELCHKFYLQGRCPYGSRCHFIHNPTEDLALPGQPHVLRQSISFSGLPSGRRSSPPPPGFSGPSLSSCSFSPSSSPPPPGDLPLSPSAFSAAPGTPVTRRDPNQACCPSCRRSTTPSTIWGPLGGLARSPSAHSLGSDPDDYASSGSSLGGSDSPVFEAGVFGPP.... Result: 0 (no interaction).